From a dataset of Reaction yield outcomes from USPTO patents with 853,638 reactions. Predict the reaction yield, written as a fraction of the theoretical maximum amount of product (1.0 means a 100% yield; for example, 0.34 means a 34% yield). (1) The reactants are [Br:1][C:2]1[CH:3]=[CH:4][C:5]2[N:6]([C:8]([C:11]([F:25])([F:24])[C:12]3[CH:13]=[CH:14][C:15]4[N:16]([CH:18]=[C:19]([C:21](O)=[O:22])[N:20]=4)[N:17]=3)=[N:9][N:10]=2)[CH:7]=1.C(N(C(C)C)C(C)C)C.[N-:35]=[N+:36]=[N-:37].[Na+].C1CN([P+](ON2N=NC3C=CC=CC2=3)(N2CCCC2)N2CCCC2)CC1.F[P-](F)(F)(F)(F)F.C(O)(=O)CC(CC(O)=O)(C(O)=O)O. The catalyst is CN(C=O)C.CCOC(C)=O. The product is [Br:1][C:2]1[CH:3]=[CH:4][C:5]2[N:6]([C:8]([C:11]([F:25])([F:24])[C:12]3[CH:13]=[CH:14][C:15]4[N:16]([CH:18]=[C:19]([C:21]([N:35]=[N+:36]=[N-:37])=[O:22])[N:20]=4)[N:17]=3)=[N:9][N:10]=2)[CH:7]=1. The yield is 0.920. (2) The reactants are FC(F)(F)S(O[C:7]1[C:8]2[S:21](=[O:23])(=[O:22])[CH2:20][CH2:19][CH2:18][C:9]=2[N:10]=[C:11]([CH:13]2[CH2:17][CH2:16][CH2:15][CH2:14]2)[N:12]=1)(=O)=O.[NH2:26][C:27]1[CH:32]=[CH:31][C:30]([CH2:33][C:34]([NH2:36])=[O:35])=[CH:29][CH:28]=1. No catalyst specified. The product is [CH:13]1([C:11]2[N:12]=[C:7]([NH:26][C:27]3[CH:28]=[CH:29][C:30]([CH2:33][C:34]([NH2:36])=[O:35])=[CH:31][CH:32]=3)[C:8]3[S:21](=[O:23])(=[O:22])[CH2:20][CH2:19][CH2:18][C:9]=3[N:10]=2)[CH2:17][CH2:16][CH2:15][CH2:14]1. The yield is 0.270. (3) The reactants are C(N1C=CN=C1)(N1C=CN=C1)=O.[C:13]([O:17][C:18]([NH:20][CH2:21][CH2:22][CH2:23][CH2:24][C:25]1[CH:33]=[CH:32][C:28]([C:29]([OH:31])=O)=[CH:27][CH:26]=1)=[O:19])([CH3:16])([CH3:15])[CH3:14].[CH2:34]([CH2:36][NH2:37])[OH:35]. The catalyst is C1COCC1. The product is [C:13]([O:17][C:18](=[O:19])[NH:20][CH2:21][CH2:22][CH2:23][CH2:24][C:25]1[CH:26]=[CH:27][C:28]([C:29](=[O:31])[NH:37][CH2:36][CH2:34][OH:35])=[CH:32][CH:33]=1)([CH3:14])([CH3:15])[CH3:16]. The yield is 0.710. (4) The reactants are [N:1]1([CH2:7][CH2:8][N:9]([CH2:37][CH2:38][N:39]2[CH2:44][CH2:43][CH2:42][CH2:41][CH2:40]2)[C:10]2[C:23]3[O:22][CH2:21][CH2:20][N:19]4[C:15](=[C:16]([CH:31]5[CH2:36][CH2:35][CH2:34][CH2:33][CH2:32]5)[C:17]5[CH:27]=[CH:26][C:25]([C:28]([OH:30])=[O:29])=[CH:24][C:18]=54)[C:14]=3[CH:13]=[CH:12][CH:11]=2)[CH2:6][CH2:5][CH2:4][CH2:3][CH2:2]1.[ClH:45].C(OCC)(=O)C. The catalyst is C(Cl)(Cl)Cl. The product is [ClH:45].[ClH:45].[ClH:45].[N:39]1([CH2:38][CH2:37][N:9]([CH2:8][CH2:7][N:1]2[CH2:2][CH2:3][CH2:4][CH2:5][CH2:6]2)[C:10]2[C:23]3[O:22][CH2:21][CH2:20][N:19]4[C:15](=[C:16]([CH:31]5[CH2:36][CH2:35][CH2:34][CH2:33][CH2:32]5)[C:17]5[CH:27]=[CH:26][C:25]([C:28]([OH:30])=[O:29])=[CH:24][C:18]=54)[C:14]=3[CH:13]=[CH:12][CH:11]=2)[CH2:40][CH2:41][CH2:42][CH2:43][CH2:44]1. The yield is 0.730. (5) The reactants are [CH3:1][O:2][CH2:3][CH2:4][O:5][C:6]1[CH:7]=[C:8]([CH:14]=[CH:15][C:16]=1[O:17][CH2:18][CH2:19][O:20][CH3:21])[C:9]([O:11][CH2:12][CH3:13])=[O:10].[N+:22]([O-])([OH:24])=[O:23]. The catalyst is CC(O)=O. The product is [CH3:21][O:20][CH2:19][CH2:18][O:17][C:16]1[C:6]([O:5][CH2:4][CH2:3][O:2][CH3:1])=[CH:7][C:8]([C:9]([O:11][CH2:12][CH3:13])=[O:10])=[C:14]([N+:22]([O-:24])=[O:23])[CH:15]=1. The yield is 0.940. (6) The reactants are Cl[C:2]1[N:7]=[C:6]2[CH2:8][CH2:9][O:10][CH2:11][C:5]2=[CH:4][C:3]=1[C:12]#[N:13].C(O)(=O)C. The catalyst is C(O)C.[Zn]. The product is [N:7]1[CH:2]=[C:3]([C:12]#[N:13])[CH:4]=[C:5]2[CH2:11][O:10][CH2:9][CH2:8][C:6]=12. The yield is 0.730.